Dataset: Forward reaction prediction with 1.9M reactions from USPTO patents (1976-2016). Task: Predict the product of the given reaction. (1) Given the reactants C[O:2][C:3]1[CH:11]=[CH:10][C:6]([C:7]([OH:9])=[O:8])=[C:5]([N+:12]([O-:14])=[O:13])[CH:4]=1, predict the reaction product. The product is: [OH:2][C:3]1[CH:11]=[CH:10][C:6]([C:7]([OH:9])=[O:8])=[C:5]([N+:12]([O-:14])=[O:13])[CH:4]=1. (2) Given the reactants [N:1]1([CH2:8][CH2:9][O:10][C:11]2[CH:37]=[CH:36][C:14]([O:15][C:16]3[C:25]4[C:20](=[CH:21][C:22]([O:26][CH3:27])=[CH:23][CH:24]=4)[CH:19]=[CH:18][C:17]=3OS(C(F)(F)F)(=O)=O)=[CH:13][CH:12]=2)[CH2:7][CH2:6][CH2:5][CH2:4][CH2:3][CH2:2]1.[F-].[Cs+].[F:40][C:41]1(B(O)O)[CH:46]=[CH:45][CH:44]=[C:43]([F:47])[CH2:42]1.C1(P(C2CCCCC2)C2CCCCC2)CCCCC1, predict the reaction product. The product is: [F:40][C:41]1[CH:46]=[C:45]([C:17]2[CH:18]=[CH:19][C:20]3[C:25](=[CH:24][CH:23]=[C:22]([O:26][CH3:27])[CH:21]=3)[C:16]=2[O:15][C:14]2[CH:13]=[CH:12][C:11]([O:10][CH2:9][CH2:8][N:1]3[CH2:7][CH2:6][CH2:5][CH2:4][CH2:3][CH2:2]3)=[CH:37][CH:36]=2)[CH:44]=[C:43]([F:47])[CH:42]=1.